From a dataset of Forward reaction prediction with 1.9M reactions from USPTO patents (1976-2016). Predict the product of the given reaction. (1) The product is: [CH3:1][O:2][C@@:3]([CH3:11])([CH2:8][CH2:9][CH3:10])[CH:4]=[O:5]. Given the reactants [CH3:1][O:2][C:3]([CH3:11])([CH2:8][CH2:9][CH3:10])[C:4](OC)=[O:5].C(N(CC)CC)C.N1C=CC=CC=1.S(=O)(=O)=O.OP(O)(O)=O, predict the reaction product. (2) Given the reactants [C:1]([NH:4][C@H:5]([CH2:11][C:12]1[CH:16]=[CH:15][S:14][CH:13]=1)[C:6](OCC)=[O:7])(=[O:3])[CH3:2].[BH4-].[Na+], predict the reaction product. The product is: [OH:7][CH2:6][C@H:5]([NH:4][C:1](=[O:3])[CH3:2])[CH2:11][C:12]1[CH:16]=[CH:15][S:14][CH:13]=1. (3) Given the reactants [CH2:1]([O:8][C:9]1[CH:16]=[CH:15][C:12]([CH:13]=O)=[C:11]([NH:17][CH2:18][CH:19]([OH:21])[CH3:20])[CH:10]=1)[C:2]1[CH:7]=[CH:6][CH:5]=[CH:4][CH:3]=1.[NH:22]1C2C(=CC=CC=2)C=N1.N([O-])=O.[Na+], predict the reaction product. The product is: [CH2:1]([O:8][C:9]1[CH:10]=[C:11]2[C:12]([CH:13]=[N:22][N:17]2[CH2:18][CH:19]([OH:21])[CH3:20])=[CH:15][CH:16]=1)[C:2]1[CH:7]=[CH:6][CH:5]=[CH:4][CH:3]=1. (4) Given the reactants COC1C=[CH:7][C:6]([CH2:9][CH2:10]C(O)=O)=[CH:5]C=1.[CH3:14][O:15][C:16]1[CH:21]=[CH:20][C:19]([CH2:22][CH2:23][C:24]([C:26]2[C:32]([OH:33])=[CH:31][C:30]([OH:34])=[CH:29][C:27]=2[OH:28])=[O:25])=[CH:18][CH:17]=1.[C:35]([C:39]1[C:45](O)=[CH:44]C(O)=C[C:40]=1O)(=O)CC, predict the reaction product. The product is: [OH:33][C:32]1[C:31]([CH2:10][CH2:9][CH:6]([CH3:7])[CH3:5])=[C:30]([OH:34])[C:29]([CH2:10][CH2:9][CH:6]([CH3:5])[CH3:7])([CH2:44][CH2:45][CH:39]([CH3:35])[CH3:40])[C:27](=[O:28])[C:26]=1[C:24](=[O:25])[CH2:23][CH2:22][C:19]1[CH:18]=[CH:17][C:16]([O:15][CH3:14])=[CH:21][CH:20]=1. (5) Given the reactants [CH2:1]([N:8]1[C:12]2[CH:13]=[C:14]([N+:21]([O-])=O)[C:15]3[N:16]([C:17]([CH3:20])=[N:18][N:19]=3)[C:11]=2[CH:10]=[C:9]1[CH3:24])[C:2]1[CH:7]=[CH:6][CH:5]=[CH:4][CH:3]=1, predict the reaction product. The product is: [CH2:1]([N:8]1[C:12]2[CH:13]=[C:14]([NH2:21])[C:15]3[N:16]([C:17]([CH3:20])=[N:18][N:19]=3)[C:11]=2[CH:10]=[C:9]1[CH3:24])[C:2]1[CH:3]=[CH:4][CH:5]=[CH:6][CH:7]=1. (6) The product is: [Si:5]([O:6][C:7]1[CH:12]=[CH:11][C:10]([NH2:13])=[CH:9][C:8]=1[CH3:16])([C:1]([CH3:4])([CH3:3])[CH3:2])([CH3:17])[CH3:18]. Given the reactants [C:1]([Si:5]([CH3:18])([CH3:17])[O:6][C:7]1[CH:12]=[CH:11][C:10]([N+:13]([O-])=O)=[CH:9][C:8]=1[CH3:16])([CH3:4])([CH3:3])[CH3:2].[H][H], predict the reaction product. (7) Given the reactants Cl[C:2](=[O:8])[CH2:3][C:4]([O:6][CH3:7])=[O:5].[NH2:9][C:10]1[C:15]([Cl:16])=[CH:14][C:13]([Cl:17])=[CH:12][C:11]=1[C:18]([C:20]1[CH:25]=[CH:24][CH:23]=[CH:22][CH:21]=1)=[O:19], predict the reaction product. The product is: [CH3:7][O:6][C:4](=[O:5])[CH2:3][C:2]([NH:9][C:10]1[C:15]([Cl:16])=[CH:14][C:13]([Cl:17])=[CH:12][C:11]=1[C:18](=[O:19])[C:20]1[CH:25]=[CH:24][CH:23]=[CH:22][CH:21]=1)=[O:8].